Dataset: Full USPTO retrosynthesis dataset with 1.9M reactions from patents (1976-2016). Task: Predict the reactants needed to synthesize the given product. (1) Given the product [Cl:1][C:2]1[CH:3]=[CH:4][C:5]([O:25][CH3:26])=[C:6]([CH:24]=1)[C:7]([NH:9][CH2:10][CH2:11][C:12]1[CH:13]=[CH:14][C:15]([O:22][CH3:23])=[C:16]([S:18]([NH:21][C:31]([NH:30][CH3:29])=[S:32])(=[O:20])=[O:19])[CH:17]=1)=[O:8], predict the reactants needed to synthesize it. The reactants are: [Cl:1][C:2]1[CH:3]=[CH:4][C:5]([O:25][CH3:26])=[C:6]([CH:24]=1)[C:7]([NH:9][CH2:10][CH2:11][C:12]1[CH:13]=[CH:14][C:15]([O:22][CH3:23])=[C:16]([S:18]([NH2:21])(=[O:20])=[O:19])[CH:17]=1)=[O:8].[H-].[Na+].[CH3:29][N:30]=[C:31]=[S:32].Cl. (2) Given the product [Cl:12][C:3]1[C:4]([Cl:11])=[N:5][CH:6]=[C:7]([C:2]=1[NH:16][C:15]1[CH:17]=[CH:18][C:19]([F:21])=[CH:20][C:14]=1[F:13])[C:8]([OH:10])=[O:9], predict the reactants needed to synthesize it. The reactants are: Cl[C:2]1[C:7]([C:8]([OH:10])=[O:9])=[CH:6][N:5]=[C:4]([Cl:11])[C:3]=1[Cl:12].[F:13][C:14]1[CH:20]=[C:19]([F:21])[CH:18]=[CH:17][C:15]=1[NH2:16]. (3) Given the product [S:29]1[CH:33]=[CH:32][C:31]2[CH:34]=[CH:35][CH:36]=[C:37]([CH2:38][N:12]3[C:11](=[O:28])[N:10]([CH2:9][O:8][CH2:1][C:2]4[CH:7]=[CH:6][CH:5]=[CH:4][CH:3]=4)[C:15](=[O:16])[C:14]([Br:17])=[N:13]3)[C:30]1=2, predict the reactants needed to synthesize it. The reactants are: [CH2:1]([O:8][CH2:9][N:10]1[C:15](=[O:16])[C:14]([Br:17])=[N:13][N:12](CC(F)(F)C2C=CC=CC=2)[C:11]1=[O:28])[C:2]1[CH:7]=[CH:6][CH:5]=[CH:4][CH:3]=1.[S:29]1[CH:33]=[CH:32][C:31]2[CH:34]=[CH:35][CH:36]=[C:37]([CH2:38]O)[C:30]1=2. (4) Given the product [CH3:14][O:15][C:16]1[CH:23]=[C:22]([O:24][CH3:25])[C:21]([C:26]2[N:27]([CH3:35])[C:28]3[C:33]([CH:34]=2)=[CH:32][CH:31]=[CH:30][CH:29]=3)=[CH:20][C:17]=1[CH:18]=[CH:2][C:1]([C:4]1[CH:5]=[CH:6][C:7]([S:10]([NH2:13])(=[O:11])=[O:12])=[CH:8][CH:9]=1)=[O:3], predict the reactants needed to synthesize it. The reactants are: [C:1]([C:4]1[CH:9]=[CH:8][C:7]([S:10]([NH2:13])(=[O:12])=[O:11])=[CH:6][CH:5]=1)(=[O:3])[CH3:2].[CH3:14][O:15][C:16]1[CH:23]=[C:22]([O:24][CH3:25])[C:21]([C:26]2[N:27]([CH3:35])[C:28]3[C:33]([CH:34]=2)=[CH:32][CH:31]=[CH:30][CH:29]=3)=[CH:20][C:17]=1[CH:18]=O.C[O-].[Li+].Cl. (5) Given the product [C:1]([C:3]1[C:4]([N:21]2[CH2:26][CH2:25][CH:24]([C:27]([NH:39][S:36]([CH2:35][CH:30]3[CH2:34][CH2:33][CH2:32][CH2:31]3)(=[O:38])=[O:37])=[O:29])[CH2:23][CH2:22]2)=[N:5][C:6]([CH2:14][N:15]2[CH2:19][CH2:18][CH2:17][C:16]2=[O:20])=[C:7]([C:9](=[O:13])[CH:10]([CH3:12])[CH3:11])[CH:8]=1)#[N:2], predict the reactants needed to synthesize it. The reactants are: [C:1]([C:3]1[C:4]([N:21]2[CH2:26][CH2:25][CH:24]([C:27]([OH:29])=O)[CH2:23][CH2:22]2)=[N:5][C:6]([CH2:14][N:15]2[CH2:19][CH2:18][CH2:17][C:16]2=[O:20])=[C:7]([C:9](=[O:13])[CH:10]([CH3:12])[CH3:11])[CH:8]=1)#[N:2].[CH:30]1([CH2:35][S:36]([NH2:39])(=[O:38])=[O:37])[CH2:34][CH2:33][CH2:32][CH2:31]1. (6) The reactants are: [CH3:1][O:2][C:3]([C:5]12[CH2:14][CH:9]3[CH2:10][CH:11]([CH2:13][CH:7]([CH:8]3[NH:15][NH:16][C:17]([O:19][CH2:20][C:21]3[CH:26]=[CH:25][CH:24]=[CH:23][CH:22]=3)=[O:18])[CH2:6]1)[CH2:12]2)=[O:4].[Br:27][C:28]([CH3:33])([CH3:32])[C:29](Br)=[O:30]. Given the product [Br:27][C:28]([CH3:33])([CH3:32])[C:29]([N:15]([CH:8]1[CH:9]2[CH2:10][CH:11]3[CH2:12][C:5]([C:3]([O:2][CH3:1])=[O:4])([CH2:6][CH:7]1[CH2:13]3)[CH2:14]2)[NH:16][C:17]([O:19][CH2:20][C:21]1[CH:22]=[CH:23][CH:24]=[CH:25][CH:26]=1)=[O:18])=[O:30], predict the reactants needed to synthesize it. (7) Given the product [Cl:1][C:2]1[CH:3]=[N:4][CH:5]=[C:6]([CH:10]=1)[C:7]([OH:9])=[O:8], predict the reactants needed to synthesize it. The reactants are: [Cl:1][C:2]1[CH:3]=[N:4][CH:5]=[C:6]([CH:10]=1)[C:7]([O-:9])=[O:8].[OH-].[Na+].Cl.